From a dataset of Reaction yield outcomes from USPTO patents with 853,638 reactions. Predict the reaction yield, written as a fraction of the theoretical maximum amount of product (1.0 means a 100% yield; for example, 0.34 means a 34% yield). (1) The reactants are [C:1]([C:3]1([NH:6][CH2:7][C:8]2([OH:21])[CH2:13][CH2:12][N:11]([C:14]([O:16][C:17]([CH3:20])([CH3:19])[CH3:18])=[O:15])[CH2:10][CH2:9]2)[CH2:5][CH2:4]1)#[N:2].C(N(CC)CC)C.Cl[CH2:30][C:31](Cl)=[O:32].[H-].[Na+]. The catalyst is ClCCl. The product is [C:1]([C:3]1([N:6]2[CH2:7][C:8]3([CH2:9][CH2:10][N:11]([C:14]([O:16][C:17]([CH3:18])([CH3:20])[CH3:19])=[O:15])[CH2:12][CH2:13]3)[O:21][CH2:30][C:31]2=[O:32])[CH2:5][CH2:4]1)#[N:2]. The yield is 0.490. (2) The reactants are Br.[CH2:2]([C:4]1[N:5]=[C:6]([C@@H:9]([NH2:20])[CH2:10][C:11]2[CH:16]=[CH:15][C:14]([N+:17]([O-:19])=[O:18])=[CH:13][CH:12]=2)[S:7][CH:8]=1)[CH3:3].CCN(CC)CC.[CH2:28]([N:35]=[C:36]=[O:37])[C:29]1[CH:34]=[CH:33][CH:32]=[CH:31][CH:30]=1. The catalyst is C(Cl)Cl. The product is [CH2:28]([NH:35][C:36]([NH:20][C@H:9]([C:6]1[S:7][CH:8]=[C:4]([CH2:2][CH3:3])[N:5]=1)[CH2:10][C:11]1[CH:16]=[CH:15][C:14]([N+:17]([O-:19])=[O:18])=[CH:13][CH:12]=1)=[O:37])[C:29]1[CH:34]=[CH:33][CH:32]=[CH:31][CH:30]=1. The yield is 0.960.